Task: Regression. Given two drug SMILES strings and cell line genomic features, predict the synergy score measuring deviation from expected non-interaction effect.. Dataset: NCI-60 drug combinations with 297,098 pairs across 59 cell lines Drug 1: C1=CC(=CC=C1CC(C(=O)O)N)N(CCCl)CCCl.Cl. Drug 2: CC1=C(C=C(C=C1)NC(=O)C2=CC=C(C=C2)CN3CCN(CC3)C)NC4=NC=CC(=N4)C5=CN=CC=C5. Cell line: MCF7. Synergy scores: CSS=17.8, Synergy_ZIP=-1.67, Synergy_Bliss=6.07, Synergy_Loewe=-8.35, Synergy_HSA=2.97.